From a dataset of Peptide-MHC class I binding affinity with 185,985 pairs from IEDB/IMGT. Regression. Given a peptide amino acid sequence and an MHC pseudo amino acid sequence, predict their binding affinity value. This is MHC class I binding data. (1) The peptide sequence is TEAILQLGDL. The MHC is HLA-B18:01 with pseudo-sequence HLA-B18:01. The binding affinity (normalized) is 0.143. (2) The peptide sequence is TILDDNLYKV. The MHC is HLA-A02:06 with pseudo-sequence HLA-A02:06. The binding affinity (normalized) is 0.641. (3) The peptide sequence is LLSRVYQIL. The MHC is HLA-A02:01 with pseudo-sequence HLA-A02:01. The binding affinity (normalized) is 0.672. (4) The peptide sequence is DHLKEKSSL. The MHC is HLA-B44:02 with pseudo-sequence HLA-B44:02. The binding affinity (normalized) is 0.0847. (5) The peptide sequence is KRMMIRYCL. The MHC is HLA-A01:01 with pseudo-sequence HLA-A01:01. The binding affinity (normalized) is 0.0847. (6) The peptide sequence is EFFTELDGVR. The MHC is Patr-A0101 with pseudo-sequence Patr-A0101. The binding affinity (normalized) is 0.0427. (7) The peptide sequence is RPHTPQFLF. The MHC is HLA-A24:02 with pseudo-sequence HLA-A24:02. The binding affinity (normalized) is 0.359.